From a dataset of Peptide-MHC class I binding affinity with 185,985 pairs from IEDB/IMGT. Regression. Given a peptide amino acid sequence and an MHC pseudo amino acid sequence, predict their binding affinity value. This is MHC class I binding data. (1) The peptide sequence is AMYYAVLSEY. The MHC is HLA-A33:01 with pseudo-sequence HLA-A33:01. The binding affinity (normalized) is 0.209. (2) The binding affinity (normalized) is 0.0700. The peptide sequence is RIPPGNSGEET. The MHC is Mamu-A01 with pseudo-sequence Mamu-A01. (3) The peptide sequence is SLPSPSRL. The MHC is HLA-A29:02 with pseudo-sequence HLA-A29:02. The binding affinity (normalized) is 0. (4) The peptide sequence is ASDRISGIL. The MHC is HLA-B44:02 with pseudo-sequence HLA-B44:02. The binding affinity (normalized) is 0.0847. (5) The binding affinity (normalized) is 0.766. The peptide sequence is TSLGLLYTV. The MHC is HLA-A68:02 with pseudo-sequence HLA-A68:02.